Dataset: Catalyst prediction with 721,799 reactions and 888 catalyst types from USPTO. Task: Predict which catalyst facilitates the given reaction. Reactant: O=[C:2]1[CH2:6][S:5][CH2:4][CH:3]1[C:7]([O:9][CH3:10])=[O:8].[ClH:11].[NH2:12]O. Product: [ClH:11].[NH2:12][C:2]1[C:3]([C:7]([O:9][CH3:10])=[O:8])=[CH:4][S:5][CH:6]=1. The catalyst class is: 10.